This data is from Reaction yield outcomes from USPTO patents with 853,638 reactions. The task is: Predict the reaction yield, written as a fraction of the theoretical maximum amount of product (1.0 means a 100% yield; for example, 0.34 means a 34% yield). (1) The reactants are [CH:1](NC(C)C)(C)C.[Li+].CCC[CH2-].[O:13]1[CH2:18][CH2:17][CH:16]([C:19]([OH:21])=[O:20])[CH2:15][CH2:14]1.CI.C(O)(=O)CC(CC(O)=O)(C(O)=O)O. The catalyst is C1COCC1. The product is [CH3:1][C:16]1([C:19]([OH:21])=[O:20])[CH2:17][CH2:18][O:13][CH2:14][CH2:15]1. The yield is 0.530. (2) The reactants are [CH3:1][C:2]1([CH3:18])[O:7][CH2:6][CH:5]([CH2:8][O:9][C:10]2[C:15]([CH3:16])=[CH:14][N:13]=[CH:12][C:11]=2[CH3:17])[CH2:4][O:3]1.[SH:19][C:20]1[NH:21][C:22]2[CH:28]=[CH:27][CH:26]=[CH:25][C:23]=2[N:24]=1.[OH-].[Na+].[CH3:31]O. No catalyst specified. The product is [CH3:1][C:2]1([CH3:18])[O:7][CH2:6][CH:5]([CH2:8][O:9][C:10]2[C:11]([CH3:17])=[CH:12][N:13]=[C:14]([CH2:31][S:19][C:20]3[NH:24][C:23]4[CH:25]=[CH:26][CH:27]=[CH:28][C:22]=4[N:21]=3)[C:15]=2[CH3:16])[CH2:4][O:3]1. The yield is 0.849. (3) The reactants are [Cl:1][C:2]1[CH:7]=[CH:6][C:5]([SH:8])=[CH:4][CH:3]=1.C([O-])([O-])=O.[K+].[K+].Cl[CH2:16][C:17](=[O:24])[CH2:18][C:19]([O:21][CH2:22][CH3:23])=[O:20]. The catalyst is CN(C=O)C.C([O-])(O)=O.[Na+]. The product is [Cl:1][C:2]1[CH:7]=[CH:6][C:5]([S:8][CH2:16][C:17](=[O:24])[CH2:18][C:19]([O:21][CH2:22][CH3:23])=[O:20])=[CH:4][CH:3]=1. The yield is 0.590. (4) The reactants are P(Cl)(Cl)([Cl:3])=O.CN([CH:9]=[O:10])C.O[C:12]1[NH:17][C:16]([S:18][CH3:19])=[N:15]C(=O)C=1.Cl[CH:22]=[C:23]([Cl:25])Cl. No catalyst specified. The product is [Cl:25][C:23]1[C:22]([CH:9]=[O:10])=[C:12]([Cl:3])[N:17]=[C:16]([S:18][CH3:19])[N:15]=1. The yield is 0.610. (5) The reactants are [F:1][C:2]1[CH:10]=[C:9]2[C:5]([CH:6]=[C:7]([C:11]([CH3:16])([CH3:15])[CH2:12][CH2:13][OH:14])[NH:8]2)=[CH:4][C:3]=1[N+:17]([O-:19])=[O:18].[CH3:20][C:21]([Si:24](Cl)([CH3:26])[CH3:25])([CH3:23])[CH3:22].N1C=CN=C1. The catalyst is C(Cl)Cl. The product is [Si:24]([O:14][CH2:13][CH2:12][C:11]([C:7]1[NH:8][C:9]2[C:5]([CH:6]=1)=[CH:4][C:3]([N+:17]([O-:19])=[O:18])=[C:2]([F:1])[CH:10]=2)([CH3:16])[CH3:15])([C:21]([CH3:23])([CH3:22])[CH3:20])([CH3:26])[CH3:25]. The yield is 0.530. (6) The reactants are [C:1]([O:4][CH:5]=[CH2:6])(=[O:3])[CH3:2].[Cl:7][C:8]1[CH:9]=[C:10]([N:14]2[N:18]=[C:17](C(O)C)[CH:16]=[N:15]2)[CH:11]=[CH:12][CH:13]=1. The catalyst is C1(C)C=CC=CC=1. The product is [C:1]([O:4][C@@H:5]([C:16]1[CH:17]=[N:18][N:14]([C:10]2[CH:11]=[CH:12][CH:13]=[C:8]([Cl:7])[CH:9]=2)[N:15]=1)[CH3:6])(=[O:3])[CH3:2]. The yield is 0.450. (7) The reactants are [CH3:1][C:2]1[CH:7]=[C:6]([C:8]2[CH:9]=[CH:10][C:11]3[N:18]4[CH2:19][C@H:14]([CH2:15][CH2:16][CH2:17]4)[NH:13][C:12]=3[N:20]=2)[CH:5]=[CH:4][N:3]=1.C(N(CC)CC)C.ClC(Cl)(O[C:32](=[O:38])OC(Cl)(Cl)Cl)Cl.[F:40][C:41]1[CH:42]=[C:43]([NH2:47])[CH:44]=[N:45][CH:46]=1. The catalyst is O1CCCC1. The product is [F:40][C:41]1[CH:42]=[C:43]([NH:47][C:32]([N:13]2[C@@H:14]3[CH2:19][N:18]([CH2:17][CH2:16][CH2:15]3)[C:11]3[CH:10]=[CH:9][C:8]([C:6]4[CH:5]=[CH:4][N:3]=[C:2]([CH3:1])[CH:7]=4)=[N:20][C:12]2=3)=[O:38])[CH:44]=[N:45][CH:46]=1. The yield is 0.342.